This data is from Forward reaction prediction with 1.9M reactions from USPTO patents (1976-2016). The task is: Predict the product of the given reaction. Given the reactants CC1C=CC([N:11]2[N:15]=[CH:14][CH:13]=[N:12]2)=C(C=1)C(O)=O.[F:16][C:17]1[C:25]([F:26])=[CH:24][C:20]([C:21]([OH:23])=[O:22])=[C:19](I)[CH:18]=1.N1C=CN=N1, predict the reaction product. The product is: [F:16][C:17]1[C:25]([F:26])=[CH:24][C:20]([C:21]([OH:23])=[O:22])=[C:19]([N:11]2[N:15]=[CH:14][CH:13]=[N:12]2)[CH:18]=1.